Task: Predict the reactants needed to synthesize the given product.. Dataset: Full USPTO retrosynthesis dataset with 1.9M reactions from patents (1976-2016) (1) Given the product [Cl:1][C:2]1[CH:3]=[C:4]([CH:8]([O:9][Si:10]([CH:11]([CH3:13])[CH3:12])([CH:17]([CH3:19])[CH3:18])[CH:14]([CH3:16])[CH3:15])[C:20]2[CH:24]=[C:23]([CH:25]=[O:26])[S:22][C:21]=2[CH3:30])[CH:5]=[CH:6][CH:7]=1, predict the reactants needed to synthesize it. The reactants are: [Cl:1][C:2]1[CH:3]=[C:4]([CH:8]([C:20]2[CH:24]=[C:23]([CH:25]3OCC[O:26]3)[S:22][C:21]=2[CH3:30])[O:9][Si:10]([CH:17]([CH3:19])[CH3:18])([CH:14]([CH3:16])[CH3:15])[CH:11]([CH3:13])[CH3:12])[CH:5]=[CH:6][CH:7]=1. (2) The reactants are: [CH:1]([O:4][C:5]1[CH:10]=[CH:9][CH:8]=[CH:7][C:6]=1[NH:11][CH2:12][CH2:13][NH:14][CH2:15][C:16]1[CH:17]=[C:18]([C:22]([N:24]2[CH2:29][CH2:28][CH2:27][CH2:26][CH2:25]2)=[O:23])[CH:19]=[CH:20][CH:21]=1)([CH3:3])[CH3:2].[C:30]([O-])([O-])=O.[K+].[K+].IC. Given the product [CH:1]([O:4][C:5]1[CH:10]=[CH:9][CH:8]=[CH:7][C:6]=1[NH:11][CH2:12][CH2:13][N:14]([CH2:15][C:16]1[CH:17]=[C:18]([C:22]([N:24]2[CH2:25][CH2:26][CH2:27][CH2:28][CH2:29]2)=[O:23])[CH:19]=[CH:20][CH:21]=1)[CH3:30])([CH3:3])[CH3:2], predict the reactants needed to synthesize it. (3) The reactants are: [CH2:1]([NH:8][S:9]([C:12]1[CH:17]=[CH:16][C:15]([O:18][CH3:19])=[CH:14][CH:13]=1)(=[O:11])=[O:10])[C:2]1[CH:7]=[CH:6][CH:5]=[CH:4][CH:3]=1.[H-].[Na+].Cl[C:23]1[C:32]2[C:27](=[CH:28][C:29]([C:33]([F:36])([F:35])[F:34])=[CH:30][CH:31]=2)[N:26]=[CH:25][C:24]=1[C:37]([O:39][CH2:40][CH3:41])=[O:38].Cl. Given the product [CH2:40]([O:39][C:37]([C:24]1[CH:25]=[N:26][C:27]2[C:32]([C:23]=1[N:8]([CH2:1][C:2]1[CH:3]=[CH:4][CH:5]=[CH:6][CH:7]=1)[S:9]([C:12]1[CH:13]=[CH:14][C:15]([O:18][CH3:19])=[CH:16][CH:17]=1)(=[O:11])=[O:10])=[CH:31][CH:30]=[C:29]([C:33]([F:36])([F:35])[F:34])[CH:28]=2)=[O:38])[CH3:41], predict the reactants needed to synthesize it. (4) Given the product [Br:2][C:3]1[CH:4]=[N:5][N:6]([CH:8]2[CH2:13][CH2:12][N:11]([S:24]([CH3:23])(=[O:26])=[O:25])[CH2:10][CH2:9]2)[CH:7]=1, predict the reactants needed to synthesize it. The reactants are: Cl.[Br:2][C:3]1[CH:4]=[N:5][N:6]([CH:8]2[CH2:13][CH2:12][NH:11][CH2:10][CH2:9]2)[CH:7]=1.CCN(C(C)C)C(C)C.[CH3:23][S:24](Cl)(=[O:26])=[O:25]. (5) The reactants are: Cl[CH:2]([C:14]1[CH:19]=[CH:18][CH:17]=[CH:16][CH:15]=1)[C:3]([C:5]1[C:13]2[C:8](=[CH:9][CH:10]=[CH:11][CH:12]=2)[NH:7][CH:6]=1)=[O:4].Cl.[NH2:21][C:22]1[CH:23]=[C:24]([S:28]([NH:31][CH3:32])(=[O:30])=[O:29])[CH:25]=[CH:26][CH:27]=1.CCN(C(C)C)C(C)C. Given the product [NH:7]1[C:8]2[C:13](=[CH:12][CH:11]=[CH:10][CH:9]=2)[C:5]([C:3](=[O:4])[CH:2]([NH:21][C:22]2[CH:23]=[C:24]([S:28]([NH:31][CH3:32])(=[O:30])=[O:29])[CH:25]=[CH:26][CH:27]=2)[C:14]2[CH:19]=[CH:18][CH:17]=[CH:16][CH:15]=2)=[CH:6]1, predict the reactants needed to synthesize it. (6) Given the product [Cl:1][C:2]1[N:3]=[N:4][C:5]([CH2:8][C:10]#[N:11])=[CH:6][CH:7]=1, predict the reactants needed to synthesize it. The reactants are: [Cl:1][C:2]1[N:3]=[N:4][C:5]([CH2:8]Cl)=[CH:6][CH:7]=1.[C-:10]#[N:11].[K+].C(OCC)(=O)C. (7) Given the product [CH2:36]([N:43]([CH2:22][C:23]1[CH:28]=[CH:27][CH:26]=[CH:25][CH:24]=1)[C:30]([C:15]1[C:16](=[O:29])[N:17]([O:21][CH2:22][C:23]2[CH:24]=[CH:25][CH:26]=[CH:27][CH:28]=2)[C:18]2[C:13]([C:14]=1[OH:35])=[CH:12][C:11]([C:9]([NH2:8])=[O:10])=[CH:20][N:19]=2)=[O:31])[C:37]1[CH:42]=[CH:41][CH:40]=[CH:39][CH:38]=1, predict the reactants needed to synthesize it. The reactants are: C([NH:8][C:9]([C:11]1[CH:12]=[C:13]2[C:18](=[N:19][CH:20]=1)[N:17]([O:21][CH2:22][C:23]1[CH:28]=[CH:27][CH:26]=[CH:25][CH:24]=1)[C:16](=[O:29])[C:15]([C:30](OCC)=[O:31])=[C:14]2[OH:35])=[O:10])C1C=CC=CC=1.[CH2:36]([NH2:43])[C:37]1[CH:42]=[CH:41][CH:40]=[CH:39][CH:38]=1.